This data is from Forward reaction prediction with 1.9M reactions from USPTO patents (1976-2016). The task is: Predict the product of the given reaction. (1) Given the reactants [Br:1][CH2:2][C:3]1[CH:4]=[CH:5][N:6]2[C:11]=1[C:10]([Cl:12])=[N:9][CH:8]=[N:7]2.[CH3:13][CH2:14][N:15]([CH2:18][CH3:19])[CH2:16][CH3:17], predict the reaction product. The product is: [Br-:1].[Cl:12][C:10]1[C:11]2=[C:3]([CH2:2][N+:15]([CH2:18][CH3:19])([CH2:16][CH3:17])[CH2:14][CH3:13])[CH:4]=[CH:5][N:6]2[N:7]=[CH:8][N:9]=1. (2) Given the reactants [C:1]1(=[N:10]/[P:11]([C:19]2[CH:24]=[CH:23][CH:22]=[CH:21][CH:20]=2)([C:13]2[CH:18]=[CH:17][CH:16]=[CH:15][CH:14]=2)=[O:12])/[CH2:2][CH2:3][C:4]2[C:9]/1=[CH:8][CH:7]=[CH:6][CH:5]=2.C[Si]([C:29]#[N:30])(C)C.C(=O)([O-])[O-].[K+].[K+], predict the reaction product. The product is: [C:29]([C:1]1([NH:10][P:11]([C:19]2[CH:20]=[CH:21][CH:22]=[CH:23][CH:24]=2)([C:13]2[CH:14]=[CH:15][CH:16]=[CH:17][CH:18]=2)=[O:12])[C:9]2[C:4](=[CH:5][CH:6]=[CH:7][CH:8]=2)[CH2:3][CH2:2]1)#[N:30]. (3) Given the reactants [C:1]1([CH:7]2[O:11][C:10](=[O:12])[NH:9][CH2:8]2)[CH:6]=[CH:5][CH:4]=[CH:3][CH:2]=1.[H-].[Na+].[O:15]1[CH:19]=[CH:18][C:17]([C:20]2[CH:21]=[C:22]([C:35]([F:38])([F:37])[F:36])[C:23]3[N:24]([CH:26]=[C:27]([CH2:29]OS(C)(=O)=O)[N:28]=3)[CH:25]=2)=[CH:16]1.O, predict the reaction product. The product is: [O:15]1[CH:19]=[CH:18][C:17]([C:20]2[CH:21]=[C:22]([C:35]([F:37])([F:36])[F:38])[C:23]3[N:24]([CH:26]=[C:27]([CH2:29][N:9]4[CH2:8][CH:7]([C:1]5[CH:2]=[CH:3][CH:4]=[CH:5][CH:6]=5)[O:11][C:10]4=[O:12])[N:28]=3)[CH:25]=2)=[CH:16]1. (4) Given the reactants [F:1][C:2]([F:23])([F:22])[C:3]1[CH:8]=[CH:7][CH:6]=[CH:5][C:4]=1[CH2:9][NH:10][C:11]([C:13]1[CH:14]=[C:15]2[C:19](=[CH:20][CH:21]=1)[NH:18][CH:17]=[CH:16]2)=[O:12].FC(F)(F)C(O)=O.C([SiH](CC)CC)C, predict the reaction product. The product is: [F:23][C:2]([F:1])([F:22])[C:3]1[CH:8]=[CH:7][CH:6]=[CH:5][C:4]=1[CH2:9][NH:10][C:11]([C:13]1[CH:14]=[C:15]2[C:19](=[CH:20][CH:21]=1)[NH:18][CH2:17][CH2:16]2)=[O:12]. (5) Given the reactants [C:1]([O:9][CH2:10][C@@:11]([O:15][CH2:16][CH:17]([O:21][CH2:22][C:23]1[CH:28]=[CH:27][CH:26]=[CH:25][CH:24]=1)[CH2:18]C=C)([CH3:14])[CH:12]=[CH2:13])(=[O:8])[C:2]1[CH:7]=[CH:6][CH:5]=[CH:4][CH:3]=1, predict the reaction product. The product is: [C:1]([O:9][CH2:10][C@@:11]1([CH3:14])[CH:12]=[CH:13][CH2:18][CH:17]([O:21][CH2:22][C:23]2[CH:24]=[CH:25][CH:26]=[CH:27][CH:28]=2)[CH2:16][O:15]1)(=[O:8])[C:2]1[CH:7]=[CH:6][CH:5]=[CH:4][CH:3]=1.